Dataset: Full USPTO retrosynthesis dataset with 1.9M reactions from patents (1976-2016). Task: Predict the reactants needed to synthesize the given product. (1) Given the product [CH3:25][N:26]1[CH:18]=[CH:17][C:16]([CH3:20])=[C:15]1[C:14]1[N:10]([C:3]2[CH:4]=[CH:5][C:6]([O:8][CH3:9])=[CH:7][C:2]=2[F:1])[N:11]=[C:12]([CH3:24])[C:13]=1[C:22]#[N:23], predict the reactants needed to synthesize it. The reactants are: [F:1][C:2]1[CH:7]=[C:6]([O:8][CH3:9])[CH:5]=[CH:4][C:3]=1[N:10]1[C:14]([C:15](=O)[CH:16]([CH3:20])[CH2:17][CH:18]=O)=[C:13]([C:22]#[N:23])[C:12]([CH3:24])=[N:11]1.[CH3:25][NH2:26]. (2) Given the product [NH2:7][CH:8]1[CH2:9][N:10]([C:12]2[CH:17]=[CH:16][N:15]=[C:14]([CH2:46][CH2:45][CH2:44][CH2:43][NH2:47])[N:13]=2)[CH2:11]1, predict the reactants needed to synthesize it. The reactants are: C(OC(=O)[NH:7][CH:8]1[CH2:11][N:10]([C:12]2[CH:17]=[CH:16][N:15]=[C:14](NCCCC)[N:13]=2)[CH2:9]1)(C)(C)C.C(OC(=O)NC1CN(C2C=CN=C(Cl)N=2)C1)(C)(C)C.[CH2:43]([NH2:47])[CH2:44][CH2:45][CH3:46].